From a dataset of Forward reaction prediction with 1.9M reactions from USPTO patents (1976-2016). Predict the product of the given reaction. Given the reactants [CH:1]1([CH2:4][O:5][C:6]2[N:11]=[C:10]([C:12]([OH:14])=O)[CH:9]=[CH:8][C:7]=2[N:15]2[CH2:18][C:17]([F:20])([F:19])[CH2:16]2)[CH2:3][CH2:2]1.Cl.[C@H:22]12[CH2:28][C@H:25]([NH:26][CH2:27]1)[CH2:24][S:23]2.CN(C(ON1N=NC2C=CC=CC1=2)=[N+](C)C)C.[B-](F)(F)(F)F.CCN(C(C)C)C(C)C, predict the reaction product. The product is: [CH:1]1([CH2:4][O:5][C:6]2[N:11]=[C:10]([C:12]([N:26]3[CH2:27][C@@H:22]4[CH2:28][C@H:25]3[CH2:24][S:23]4)=[O:14])[CH:9]=[CH:8][C:7]=2[N:15]2[CH2:18][C:17]([F:20])([F:19])[CH2:16]2)[CH2:2][CH2:3]1.